Dataset: Forward reaction prediction with 1.9M reactions from USPTO patents (1976-2016). Task: Predict the product of the given reaction. (1) The product is: [CH:27]([NH:30][C:4]([C:6]1[N:7]=[N:8][C:9]([NH:12][CH2:13][C:14]2[C:15]([C:20]3[CH:21]=[CH:22][C:23]([F:26])=[CH:24][CH:25]=3)=[N:16][O:17][C:18]=2[CH3:19])=[CH:10][CH:11]=1)=[O:3])([CH3:29])[CH3:28]. Given the reactants C([O:3][C:4]([C:6]1[N:7]=[N:8][C:9]([NH:12][CH2:13][C:14]2[C:15]([C:20]3[CH:25]=[CH:24][C:23]([F:26])=[CH:22][CH:21]=3)=[N:16][O:17][C:18]=2[CH3:19])=[CH:10][CH:11]=1)=O)C.[CH:27]([NH2:30])([CH3:29])[CH3:28], predict the reaction product. (2) Given the reactants C[Si](C)(C)N[Si](C)(C)C.[CH3:10][CH:11]([CH3:23])[CH2:12][C:13]([C:15]1[CH:20]=[CH:19][CH:18]=[C:17]([O:21][CH3:22])[CH:16]=1)=O.[C:24](#[N:28])[CH2:25][C:26]#[N:27], predict the reaction product. The product is: [CH3:10][CH:11]([CH3:23])[CH2:12][C:13](=[C:25]([C:24]#[N:28])[C:26]#[N:27])[C:15]1[CH:20]=[CH:19][CH:18]=[C:17]([O:21][CH3:22])[CH:16]=1. (3) The product is: [F:1][C:2]([F:7])([F:6])[C:3]([OH:5])=[O:4].[CH2:23]([O:22][C:20]1[CH:21]=[C:16]([CH:17]=[C:18]([O:30][CH2:31][C:32]2[CH:37]=[CH:36][CH:35]=[CH:34][CH:33]=2)[CH:19]=1)[NH2:15])[C:24]1[CH:25]=[CH:26][CH:27]=[CH:28][CH:29]=1. Given the reactants [F:1][C:2]([F:7])([F:6])[C:3]([OH:5])=[O:4].C(OC([NH:15][C:16]1[CH:21]=[C:20]([O:22][CH2:23][C:24]2[CH:29]=[CH:28][CH:27]=[CH:26][CH:25]=2)[CH:19]=[C:18]([O:30][CH2:31][C:32]2[CH:37]=[CH:36][CH:35]=[CH:34][CH:33]=2)[CH:17]=1)=O)(C)(C)C, predict the reaction product. (4) Given the reactants [Br:1][C:2]1[CH:11]=[CH:10][C:9]([O:12][CH3:13])=[C:8]2[C:3]=1[CH:4]=[CH:5][C:6]([CH2:18]Br)=[C:7]2[C:14]([O:16][CH3:17])=[O:15].[Na+].[C:21]1([S:27]([O-:29])=[O:28])[CH:26]=[CH:25][CH:24]=[CH:23][CH:22]=1.C(=O)([O-])O.[Na+], predict the reaction product. The product is: [C:21]1([S:27]([CH2:18][C:6]2[CH:5]=[CH:4][C:3]3[C:8](=[C:9]([O:12][CH3:13])[CH:10]=[CH:11][C:2]=3[Br:1])[C:7]=2[C:14]([O:16][CH3:17])=[O:15])(=[O:29])=[O:28])[CH:26]=[CH:25][CH:24]=[CH:23][CH:22]=1. (5) Given the reactants [Cl:1][CH2:2][C:3]([C:5]1[CH:10]=[CH:9][CH:8]=[CH:7][CH:6]=1)=[O:4].[O:11]=[C:12]1[CH2:16][CH2:15][CH2:14][N:13]1[CH:17]([C:29]1[CH:34]=[CH:33][CH:32]=[CH:31][CH:30]=1)[C:18]([O:20][C@@H:21]1[CH:26]2[CH2:27][CH2:28][N:23]([CH2:24][CH2:25]2)[CH2:22]1)=[O:19], predict the reaction product. The product is: [Cl-:1].[O:4]=[C:3]([C:5]1[CH:10]=[CH:9][CH:8]=[CH:7][CH:6]=1)[CH2:2][N+:23]12[CH2:24][CH2:25][CH:26]([CH2:27][CH2:28]1)[C@@H:21]([O:20][C:18](=[O:19])[CH:17]([N:13]1[CH2:14][CH2:15][CH2:16][C:12]1=[O:11])[C:29]1[CH:34]=[CH:33][CH:32]=[CH:31][CH:30]=1)[CH2:22]2. (6) Given the reactants Br[C:2]1[C:6]2[CH2:7][N:8]([C:11]([O:13][C:14]([CH3:17])([CH3:16])[CH3:15])=[O:12])[CH2:9][CH2:10][C:5]=2[N:4]([CH:18]2[CH2:23][CH2:22][S:21](=[O:25])(=[O:24])[CH2:20][CH2:19]2)[N:3]=1.[F:26][CH:27]([F:42])[C:28]1[C:29]([C:36]2[CH:37]=[N:38][N:39]([CH3:41])[CH:40]=2)=[CH:30][C:31]([F:35])=[C:32]([CH:34]=1)[NH2:33].CC([O-])(C)C.[Na+].C1(P(C2CCCCC2)C2C(OC)=CC=C(OC)C=2C2C(C(C)C)=CC(C(C)C)=CC=2C(C)C)CCCCC1, predict the reaction product. The product is: [F:42][CH:27]([F:26])[C:28]1[C:29]([C:36]2[CH:37]=[N:38][N:39]([CH3:41])[CH:40]=2)=[CH:30][C:31]([F:35])=[C:32]([NH:33][C:2]2[C:6]3[CH2:7][N:8]([C:11]([O:13][C:14]([CH3:17])([CH3:16])[CH3:15])=[O:12])[CH2:9][CH2:10][C:5]=3[N:4]([CH:18]3[CH2:23][CH2:22][S:21](=[O:25])(=[O:24])[CH2:20][CH2:19]3)[N:3]=2)[CH:34]=1. (7) Given the reactants [Cl:1][C:2]1[CH:3]=[C:4]([C:8]2[CH:9]=[C:10]([O:16]C)C(C#N)=[N:12][CH:13]=2)[CH:5]=[CH:6][CH:7]=1.Br.[OH-].[Na+].CCCCCC.[C:27]([O:30]CC)(=[O:29])[CH3:28], predict the reaction product. The product is: [Cl:1][C:2]1[CH:3]=[C:4]([C:8]2[CH:9]=[C:10]([OH:16])[C:28]([C:27]([OH:30])=[O:29])=[N:12][CH:13]=2)[CH:5]=[CH:6][CH:7]=1. (8) Given the reactants [C:1]([C:5]1[C:6]([NH2:14])=[N:7][N:8]2[CH:13]=[CH:12][CH:11]=[N:10][C:9]=12)([CH3:4])([CH3:3])[CH3:2].[C:15](Cl)(=[O:24])[CH:16]=[CH:17][C:18]1[CH:23]=[CH:22][CH:21]=[CH:20][CH:19]=1, predict the reaction product. The product is: [C:1]([C:5]1[C:6]([NH:14][C:15](=[O:24])/[CH:16]=[CH:17]/[C:18]2[CH:23]=[CH:22][CH:21]=[CH:20][CH:19]=2)=[N:7][N:8]2[CH:13]=[CH:12][CH:11]=[N:10][C:9]=12)([CH3:4])([CH3:2])[CH3:3]. (9) Given the reactants [CH3:1][C:2]1([CH3:13])[C:11]2[C:6](=[CH:7][CH:8]=[CH:9][CH:10]=2)[C:5](=[O:12])[CH2:4][CH2:3]1.[Br:14]Br, predict the reaction product. The product is: [CH3:1][C:2]1([CH3:13])[C:11]2[C:6](=[CH:7][C:8]([Br:14])=[CH:9][CH:10]=2)[C:5](=[O:12])[CH2:4][CH2:3]1. (10) Given the reactants Br[C:2]1[C:10]2[C:5](=[N:6][C:7]([CH3:13])=[C:8]([Cl:12])[C:9]=2[CH3:11])[S:4][C:3]=1[C:14]([O:16][CH3:17])=[O:15].[CH:18]1([B-](F)(F)F)[CH2:20][CH2:19]1.[K+].C(=O)([O-])[O-].[Cs+].[Cs+], predict the reaction product. The product is: [Cl:12][C:8]1[C:9]([CH3:11])=[C:10]2[C:2]([CH:18]3[CH2:20][CH2:19]3)=[C:3]([C:14]([O:16][CH3:17])=[O:15])[S:4][C:5]2=[N:6][C:7]=1[CH3:13].